Dataset: NCI-60 drug combinations with 297,098 pairs across 59 cell lines. Task: Regression. Given two drug SMILES strings and cell line genomic features, predict the synergy score measuring deviation from expected non-interaction effect. (1) Drug 1: CCCCCOC(=O)NC1=NC(=O)N(C=C1F)C2C(C(C(O2)C)O)O. Drug 2: CC=C1C(=O)NC(C(=O)OC2CC(=O)NC(C(=O)NC(CSSCCC=C2)C(=O)N1)C(C)C)C(C)C. Cell line: SW-620. Synergy scores: CSS=16.4, Synergy_ZIP=3.32, Synergy_Bliss=2.17, Synergy_Loewe=-48.4, Synergy_HSA=-1.90. (2) Drug 1: CC12CCC3C(C1CCC2=O)CC(=C)C4=CC(=O)C=CC34C. Drug 2: COCCOC1=C(C=C2C(=C1)C(=NC=N2)NC3=CC=CC(=C3)C#C)OCCOC.Cl. Cell line: NCI-H522. Synergy scores: CSS=43.1, Synergy_ZIP=-4.75, Synergy_Bliss=-0.130, Synergy_Loewe=-7.75, Synergy_HSA=1.77. (3) Drug 1: CCCCC(=O)OCC(=O)C1(CC(C2=C(C1)C(=C3C(=C2O)C(=O)C4=C(C3=O)C=CC=C4OC)O)OC5CC(C(C(O5)C)O)NC(=O)C(F)(F)F)O. Drug 2: CC1=C2C(C(=O)C3(C(CC4C(C3C(C(C2(C)C)(CC1OC(=O)C(C(C5=CC=CC=C5)NC(=O)OC(C)(C)C)O)O)OC(=O)C6=CC=CC=C6)(CO4)OC(=O)C)O)C)O. Cell line: SF-268. Synergy scores: CSS=53.2, Synergy_ZIP=7.03, Synergy_Bliss=11.0, Synergy_Loewe=5.82, Synergy_HSA=5.87.